The task is: Predict the product of the given reaction.. This data is from Forward reaction prediction with 1.9M reactions from USPTO patents (1976-2016). (1) Given the reactants [C:1]([O:5][CH:6]([C:11]1[N:16]([CH3:17])[C:15](=[O:18])[C:14]2[NH:19][CH:20]=[CH:21][C:13]=2[C:12]=1[C:22]1[CH:27]=[CH:26][C:25]([Cl:28])=[CH:24][CH:23]=1)[C:7]([O:9]C)=[O:8])([CH3:4])([CH3:3])[CH3:2].[H-].[Na+].[F:31][C:32]1[CH:37]=[CH:36][C:35]([S:38](Cl)(=[O:40])=[O:39])=[CH:34][CH:33]=1.[Li+].[OH-].Cl, predict the reaction product. The product is: [C:1]([O:5][CH:6]([C:11]1[N:16]([CH3:17])[C:15](=[O:18])[C:14]2[N:19]([S:38]([C:35]3[CH:36]=[CH:37][C:32]([F:31])=[CH:33][CH:34]=3)(=[O:40])=[O:39])[CH:20]=[CH:21][C:13]=2[C:12]=1[C:22]1[CH:27]=[CH:26][C:25]([Cl:28])=[CH:24][CH:23]=1)[C:7]([OH:9])=[O:8])([CH3:3])([CH3:4])[CH3:2]. (2) Given the reactants Br[C:2]1[S:3][CH:4]=[C:5]([CH2:7][O:8][N:9]=[C:10]([C:17]2[N:21]([CH3:22])[N:20]=[N:19][N:18]=2)[C:11]2[CH:16]=[CH:15][CH:14]=[CH:13][CH:12]=2)[N:6]=1.N#N.[CH:25]1([C:28]#[CH:29])[CH2:27][CH2:26]1.[CH2:30](N(C(C)C)C(C)C)C, predict the reaction product. The product is: [CH:25]1([C:28]#[C:29][C:2]2[S:3][CH:4]=[C:5]([CH:7]([O:8][N:9]=[C:10]([C:17]3[N:21]([CH3:22])[N:20]=[N:19][N:18]=3)[C:11]3[CH:16]=[CH:15][CH:14]=[CH:13][CH:12]=3)[CH3:30])[N:6]=2)[CH2:27][CH2:26]1.